Dataset: Forward reaction prediction with 1.9M reactions from USPTO patents (1976-2016). Task: Predict the product of the given reaction. Given the reactants [N+:1]([C:4]1[S:8][C:7]([C:9](=[O:11])[CH3:10])=[CH:6][CH:5]=1)([O-])=O, predict the reaction product. The product is: [NH2:1][C:4]1[S:8][C:7]([C:9](=[O:11])[CH3:10])=[CH:6][CH:5]=1.